Task: Predict the reaction yield, written as a fraction of the theoretical maximum amount of product (1.0 means a 100% yield; for example, 0.34 means a 34% yield).. Dataset: Reaction yield outcomes from USPTO patents with 853,638 reactions (1) The catalyst is COCCOC.CCOC(C)=O. The product is [Cl:12][C:13]1[CH:29]=[CH:28][C:16]2[CH2:17][CH2:18][N:19]([C:22](=[O:27])[C:23]([F:25])([F:26])[F:24])[CH2:20][CH2:21][C:15]=2[C:14]=1[C:7]1[S:8][C:4]([CH3:3])=[CH:5][CH:6]=1. The reactants are [F-].[Cs+].[CH3:3][C:4]1[S:8][C:7](B(O)O)=[CH:6][CH:5]=1.[Cl:12][C:13]1[CH:29]=[CH:28][C:16]2[CH2:17][CH2:18][N:19]([C:22](=[O:27])[C:23]([F:26])([F:25])[F:24])[CH2:20][CH2:21][C:15]=2[C:14]=1OS(C(F)(F)F)(=O)=O. The yield is 0.700. (2) The reactants are C([N:4]1[CH:8]=[CH:7][N:6]=[C:5]1[C:9]1[S:13][C:12]([C:14]2[C:15]3[N:22]=[C:21]([NH:23][C:24]([CH3:27])([CH3:26])[CH3:25])[S:20][C:16]=3[N:17]=[CH:18][N:19]=2)=[CH:11][C:10]=1[C:28]1[CH:33]=[CH:32][C:31]([Cl:34])=[CH:30][C:29]=1[Cl:35])C=C.C(O)(=O)C.C1([SiH3])C=CC=CC=1.O. The catalyst is C(Cl)Cl.C1C=CC([P]([Pd]([P](C2C=CC=CC=2)(C2C=CC=CC=2)C2C=CC=CC=2)([P](C2C=CC=CC=2)(C2C=CC=CC=2)C2C=CC=CC=2)[P](C2C=CC=CC=2)(C2C=CC=CC=2)C2C=CC=CC=2)(C2C=CC=CC=2)C2C=CC=CC=2)=CC=1. The product is [C:24]([NH:23][C:21]1[S:20][C:16]2[N:17]=[CH:18][N:19]=[C:14]([C:12]3[S:13][C:9]([C:5]4[NH:6][CH:7]=[CH:8][N:4]=4)=[C:10]([C:28]4[CH:33]=[CH:32][C:31]([Cl:34])=[CH:30][C:29]=4[Cl:35])[CH:11]=3)[C:15]=2[N:22]=1)([CH3:27])([CH3:25])[CH3:26]. The yield is 0.500. (3) The reactants are Br[C:2]1[C:3](=[O:8])[NH:4][CH:5]=[N:6][CH:7]=1.[CH2:9]([O:16][C:17]1[CH:22]=[CH:21][C:20](B(O)O)=[CH:19][C:18]=1[F:26])[C:10]1[CH:15]=[CH:14][CH:13]=[CH:12][CH:11]=1. No catalyst specified. The product is [CH2:9]([O:16][C:17]1[CH:22]=[CH:21][C:20]([C:2]2[C:3](=[O:8])[NH:4][CH:5]=[N:6][CH:7]=2)=[CH:19][C:18]=1[F:26])[C:10]1[CH:11]=[CH:12][CH:13]=[CH:14][CH:15]=1. The yield is 0.600. (4) The reactants are [I:1][C:2]1[CH:3]=[C:4]([CH:8]=[C:9]([N+:11]([O-:13])=[O:12])[CH:10]=1)[C:5]([OH:7])=[O:6].O=S(Cl)Cl.[CH3:18]O. No catalyst specified. The product is [CH3:18][O:6][C:5](=[O:7])[C:4]1[CH:8]=[C:9]([N+:11]([O-:13])=[O:12])[CH:10]=[C:2]([I:1])[CH:3]=1. The yield is 0.990. (5) The product is [Cl:15][C:4]1[CH:3]=[C:2]([CH:22]=[CH2:23])[CH:14]=[CH:13][C:5]=1[C:6]([O:8][C:9]([CH3:12])([CH3:11])[CH3:10])=[O:7]. The catalyst is C1C=CC([P]([Pd]([P](C2C=CC=CC=2)(C2C=CC=CC=2)C2C=CC=CC=2)([P](C2C=CC=CC=2)(C2C=CC=CC=2)C2C=CC=CC=2)[P](C2C=CC=CC=2)(C2C=CC=CC=2)C2C=CC=CC=2)(C2C=CC=CC=2)C2C=CC=CC=2)=CC=1. The yield is 0.460. The reactants are Br[C:2]1[CH:14]=[CH:13][C:5]([C:6]([O:8][C:9]([CH3:12])([CH3:11])[CH3:10])=[O:7])=[C:4]([Cl:15])[CH:3]=1.C([O-])([O-])=O.[K+].[K+].[C:22]1(C)C=CC=C[CH:23]=1. (6) The reactants are [CH3:1][O:2][CH2:3][CH2:4][O:5][C:6]1[CH:11]=[CH:10][C:9]([NH:12]C(=O)C)=[CH:8][C:7]=1[C:16]1[N:17]([CH3:21])[N:18]=[CH:19][CH:20]=1.[OH-].[Na+]. The catalyst is CO.O. The product is [CH3:1][O:2][CH2:3][CH2:4][O:5][C:6]1[CH:11]=[CH:10][C:9]([NH2:12])=[CH:8][C:7]=1[C:16]1[N:17]([CH3:21])[N:18]=[CH:19][CH:20]=1. The yield is 0.930. (7) The reactants are [CH3:1][C:2]1[CH:7]=[C:6]([CH3:8])[N:5]=[C:4]([NH2:9])[CH:3]=1.[F:10][C:11]([F:30])([F:29])[C:12]1[CH:13]=[C:14]([CH:26]=[CH:27][CH:28]=1)[O:15][CH2:16][C:17]1[CH:22]=[CH:21][N:20]=[C:19]([C:23](O)=[O:24])[CH:18]=1. No catalyst specified. The product is [CH3:1][C:2]1[CH:7]=[C:6]([CH3:8])[N:5]=[C:4]([NH:9][C:23]([C:19]2[CH:18]=[C:17]([CH2:16][O:15][C:14]3[CH:26]=[CH:27][CH:28]=[C:12]([C:11]([F:30])([F:29])[F:10])[CH:13]=3)[CH:22]=[CH:21][N:20]=2)=[O:24])[CH:3]=1. The yield is 0.580. (8) The reactants are [C:1]([N:8]1[CH:12]=[CH:11]N=[CH:9]1)(N1C=CN=C1)=[O:2].[CH3:13][O:14][C:15](=[O:29])[C@@H:16]1[CH2:20][C@@H:19]([OH:21])[CH2:18][N:17]1[C:22]([O:24][C:25]([CH3:28])([CH3:27])[CH3:26])=[O:23].[OH:30][C:31]1[CH:32]=[CH:33][CH:34]=[C:35]2[C:40]=1CNCC2.CCN(CC)CC.[NH4+].[Cl-]. The catalyst is CN(C=O)C. The product is [OH:30][C:31]1[CH:40]=[CH:35][CH:34]=[C:33]2[C:32]=1[CH2:9][N:8]([C:1]([O:21][C@H:19]1[CH2:18][N:17]([C:22]([O:24][C:25]([CH3:26])([CH3:28])[CH3:27])=[O:23])[C@H:16]([C:15]([O:14][CH3:13])=[O:29])[CH2:20]1)=[O:2])[CH2:12][CH2:11]2. The yield is 0.690.